Dataset: hERG Central: cardiac toxicity at 1µM, 10µM, and general inhibition. Task: Predict hERG channel inhibition at various concentrations. The molecule is OC1(Cc2cc(-c3ccccc3)no2)CCN(CCCc2ccccc2)CC1. Results: hERG_inhib (hERG inhibition (general)): blocker.